Task: Predict the reaction yield, written as a fraction of the theoretical maximum amount of product (1.0 means a 100% yield; for example, 0.34 means a 34% yield).. Dataset: Reaction yield outcomes from USPTO patents with 853,638 reactions The reactants are [O:1]=[C:2]([CH:4]([NH:11]C(=O)C)[CH2:5][CH2:6][CH2:7][CH2:8][CH2:9][CH3:10])[CH3:3].C(OCC)(=O)C.[ClH:21]. No catalyst specified. The product is [ClH:21].[NH2:11][CH:4]([CH2:5][CH2:6][CH2:7][CH2:8][CH2:9][CH3:10])[C:2](=[O:1])[CH3:3]. The yield is 0.680.